This data is from Forward reaction prediction with 1.9M reactions from USPTO patents (1976-2016). The task is: Predict the product of the given reaction. (1) Given the reactants [CH:1]1([N:7]2[CH2:13][C:12]([F:15])([F:14])[C:11](=[O:16])[N:10]([CH3:17])[C:9]3[CH:18]=[N:19][C:20]([NH:22][C:23]4[CH:31]=[CH:30][C:26]([C:27]([OH:29])=O)=[CH:25][C:24]=4[O:32][CH3:33])=[N:21][C:8]2=3)[CH2:6][CH2:5][CH2:4][CH2:3][CH2:2]1.CN(C(ON1N=NC2C=CC=NC1=2)=[N+](C)C)C.F[P-](F)(F)(F)(F)F.[NH2:58][CH:59]1[CH2:62][N:61]([C:63](=[O:65])[CH3:64])[CH2:60]1, predict the reaction product. The product is: [C:63]([N:61]1[CH2:62][CH:59]([NH:58][C:27](=[O:29])[C:26]2[CH:30]=[CH:31][C:23]([NH:22][C:20]3[N:19]=[CH:18][C:9]4[N:10]([CH3:17])[C:11](=[O:16])[C:12]([F:14])([F:15])[CH2:13][N:7]([CH:1]5[CH2:2][CH2:3][CH2:4][CH2:5][CH2:6]5)[C:8]=4[N:21]=3)=[C:24]([O:32][CH3:33])[CH:25]=2)[CH2:60]1)(=[O:65])[CH3:64]. (2) Given the reactants N#N.Cl.Cl.[F:5][C:6]1[C:14]2[N:13]=[C:12]([C@H:15]([NH2:25])[CH2:16][C:17]3[CH:22]=[CH:21][C:20]([O:23][CH3:24])=[CH:19][CH:18]=3)[NH:11][C:10]=2[CH:9]=[CH:8][CH:7]=1.[OH-].[Na+], predict the reaction product. The product is: [F:5][C:6]1[C:14]2[N:13]=[C:12]([C@H:15]([NH2:25])[CH2:16][C:17]3[CH:22]=[CH:21][C:20]([O:23][CH3:24])=[CH:19][CH:18]=3)[NH:11][C:10]=2[CH:9]=[CH:8][CH:7]=1. (3) Given the reactants [Cl:1][C:2]1[CH:9]=[CH:8][C:5]([C:6]#[N:7])=[C:4]([O:10][CH2:11][CH2:12][N:13]2[CH2:17][CH2:16][CH2:15][CH2:14]2)[CH:3]=1.[H-].[H-].[H-].[H-].[Li+].[Al+3], predict the reaction product. The product is: [Cl:1][C:2]1[CH:9]=[CH:8][C:5]([CH2:6][NH2:7])=[C:4]([O:10][CH2:11][CH2:12][N:13]2[CH2:17][CH2:16][CH2:15][CH2:14]2)[CH:3]=1. (4) Given the reactants [NH2:1][CH2:2][CH2:3][CH2:4][CH2:5][CH2:6][C:7]([O:9][CH3:10])=[O:8].Cl.CN(C)CCCN=C=NCC.OC1C2N=NNC=2C=CC=1.C(N(C(C)C)CC)(C)C.[C:42](O)(=[O:49])[C:43]1[CH:48]=[CH:47][CH:46]=[CH:45][CH:44]=1, predict the reaction product. The product is: [C:42]([NH:1][CH2:2][CH2:3][CH2:4][CH2:5][CH2:6][C:7]([O:9][CH3:10])=[O:8])(=[O:49])[C:43]1[CH:48]=[CH:47][CH:46]=[CH:45][CH:44]=1. (5) Given the reactants Cl[C:2]1[N:7]=[C:6]([N:8]([CH:16]2[CH2:20][CH2:19][CH2:18][CH2:17]2)[C@H:9]([CH2:14][CH3:15])[C:10]([O:12][CH3:13])=[O:11])[C:5]([N+:21]([O-:23])=[O:22])=[CH:4][N:3]=1.C([O-])([O-])=O.[Na+].[Na+].[NH:30]1[CH2:34][CH2:33][CH2:32][CH2:31]1, predict the reaction product. The product is: [CH:16]1([N:8]([C:6]2[C:5]([N+:21]([O-:23])=[O:22])=[CH:4][N:3]=[C:2]([N:30]3[CH2:34][CH2:33][CH2:32][CH2:31]3)[N:7]=2)[C@H:9]([CH2:14][CH3:15])[C:10]([O:12][CH3:13])=[O:11])[CH2:20][CH2:19][CH2:18][CH2:17]1. (6) The product is: [CH3:31][C:21]1[N:22]=[C:23]2[N:24]([CH2:27][CH2:28][CH2:29][CH2:30]2)[C:25](=[O:26])[C:20]=1[CH2:19][CH2:18][N:12]1[CH2:11][CH2:10][CH:9]([C:6]2[C:5]3[CH:15]=[CH:16][C:2]([F:1])=[CH:3][C:4]=3[O:8][N:7]=2)[CH2:14][CH2:13]1. Given the reactants [F:1][C:2]1[CH:16]=[CH:15][C:5]2[C:6]([CH:9]3[CH2:14][CH2:13][NH:12][CH2:11][CH2:10]3)=[N:7][O:8][C:4]=2[CH:3]=1.Cl[CH2:18][CH2:19][C:20]1[C:25](=[O:26])[N:24]2[CH2:27][CH2:28][CH2:29][CH2:30][C:23]2=[N:22][C:21]=1[CH3:31].C(=O)([O-])[O-].[Na+].[Na+], predict the reaction product. (7) Given the reactants [CH3:1][N:2]1[CH2:7][CH2:6][N:5]([C:8]2[CH:9]=[CH:10][C:11]([N+:15]([O-])=O)=[C:12]([CH:14]=2)[NH2:13])[CH2:4][CH2:3]1.[CH2:18]([O:21][C:22]1[CH:27]=[CH:26][C:25]([C:28]2[NH:29][C:30]3[CH:36]=[C:35]([CH:37]=O)[CH:34]=[CH:33][C:31]=3[N:32]=2)=[CH:24][CH:23]=1)[C:19]#[CH:20], predict the reaction product. The product is: [CH3:1][N:2]1[CH2:7][CH2:6][N:5]([C:8]2[CH:9]=[CH:10][C:11]3[N:15]=[C:37]([C:35]4[CH:34]=[CH:33][C:31]5[N:32]=[C:28]([C:25]6[CH:24]=[CH:23][C:22]([O:21][CH2:18][C:19]#[CH:20])=[CH:27][CH:26]=6)[NH:29][C:30]=5[CH:36]=4)[NH:13][C:12]=3[CH:14]=2)[CH2:4][CH2:3]1. (8) Given the reactants C(O)(C(F)(F)F)=O.[CH3:8][N:9]1[CH2:14][CH2:13][N:12]([C:15]2[N:20]=[CH:19][C:18]([C:21]3[CH:30]=[C:29]([C:31]([NH:33][CH2:34][C@H:35]4[CH2:40][CH2:39][C@H:38]([CH2:41][NH:42]C(=O)OC(C)(C)C)[CH2:37][CH2:36]4)=[O:32])[C:28]4[C:23](=[CH:24][CH:25]=[CH:26][CH:27]=4)[N:22]=3)=[CH:17][CH:16]=2)[CH2:11][CH2:10]1, predict the reaction product. The product is: [NH2:42][CH2:41][C@H:38]1[CH2:37][CH2:36][C@H:35]([CH2:34][NH:33][C:31]([C:29]2[C:28]3[C:23](=[CH:24][CH:25]=[CH:26][CH:27]=3)[N:22]=[C:21]([C:18]3[CH:19]=[N:20][C:15]([N:12]4[CH2:11][CH2:10][N:9]([CH3:8])[CH2:14][CH2:13]4)=[CH:16][CH:17]=3)[CH:30]=2)=[O:32])[CH2:40][CH2:39]1. (9) Given the reactants [OH:1][C:2]1[CH:7]=[CH:6][C:5]([C:8]([C:10]2[CH:15]=[C:14]([O:16][CH3:17])[CH:13]=[CH:12][C:11]=2[C:18]2[CH:27]=[CH:26][C:25]3[C:20](=[CH:21][CH:22]=[C:23]([O:28][CH3:29])[CH:24]=3)[CH:19]=2)=[O:9])=[CH:4][CH:3]=1.Cl.Cl[CH2:32][CH2:33][N:34]([CH:38]([CH3:40])[CH3:39])[CH:35]([CH3:37])[CH3:36], predict the reaction product. The product is: [CH:35]([N:34]([CH:38]([CH3:40])[CH3:39])[CH2:33][CH2:32][O:1][C:2]1[CH:3]=[CH:4][C:5]([C:8]([C:10]2[CH:15]=[C:14]([O:16][CH3:17])[CH:13]=[CH:12][C:11]=2[C:18]2[CH:27]=[CH:26][C:25]3[C:20](=[CH:21][CH:22]=[C:23]([O:28][CH3:29])[CH:24]=3)[CH:19]=2)=[O:9])=[CH:6][CH:7]=1)([CH3:37])[CH3:36].